Dataset: Full USPTO retrosynthesis dataset with 1.9M reactions from patents (1976-2016). Task: Predict the reactants needed to synthesize the given product. (1) Given the product [CH3:13][C:12]1[C:11]([OH:15])=[CH:8][C:3]2[C:2](=[CH:7][CH:6]=[N:5][CH:4]=2)[N:1]=1, predict the reactants needed to synthesize it. The reactants are: [NH2:1][C:2]1[CH:7]=[CH:6][N:5]=[CH:4][C:3]=1[CH:8]=O.Cl[CH2:11][C:12](=O)[CH3:13].[OH-:15].[Na+].Cl. (2) Given the product [Cl:1][C:2]1[CH:7]=[CH:6][C:5]([S:8]([N:11]([CH2:22][C:23]2[CH:24]=[CH:25][C:26]([O:33][CH3:34])=[C:27]([CH:32]=2)[C:28]([O:30][CH3:31])=[O:29])[C@H:12]([C:15]2[CH:16]=[CH:17][CH:18]=[CH:19][CH:20]=2)[CH2:13][OH:14])(=[O:9])=[O:10])=[CH:4][CH:3]=1, predict the reactants needed to synthesize it. The reactants are: [Cl:1][C:2]1[CH:7]=[CH:6][C:5]([S:8]([NH:11][C@H:12]([C:15]2[CH:20]=[CH:19][CH:18]=[CH:17][CH:16]=2)[CH2:13][OH:14])(=[O:10])=[O:9])=[CH:4][CH:3]=1.Br[CH2:22][C:23]1[CH:24]=[CH:25][C:26]([O:33][CH3:34])=[C:27]([CH:32]=1)[C:28]([O:30][CH3:31])=[O:29].C(=O)([O-])[O-].[Cs+].[Cs+].O.